From a dataset of Experimentally validated miRNA-target interactions with 360,000+ pairs, plus equal number of negative samples. Binary Classification. Given a miRNA mature sequence and a target amino acid sequence, predict their likelihood of interaction. (1) The miRNA is hsa-miR-6504-3p with sequence CAUUACAGCACAGCCAUUCU. The protein sequence of the target gene is MSGEDVPHRAESSEARAAAVSDIQDLMRRKEEIEAEIKANYDVLESQKGIGMNEPLVDCEGYPRADVDLYQVRTARHNIICLQNDHKALMKQVEEALHQLHARDKEKQARDMAEAREEAMNRRLASNSPVLPQAFARVNSISPGSPASIAGLQVDDEIVEFGSVNTQNFQSVQNVGTVVQHSEGKPLNVTVIRRGEKHQLRLIPTRWAGKGLLGCNIIPLQR. Result: 0 (no interaction). (2) The miRNA is hsa-miR-92a-1-5p with sequence AGGUUGGGAUCGGUUGCAAUGCU. The protein sequence of the target gene is MSTADALDDENTFKILVATDIHLGFMEKDAVRGNDTFVTLDEILRLAQENEVDFILLGGDLFHENKPSRKTLHTCLELLRKYCMGDRPVQFEILSDQSVNFGFSKFPWVNYQDGNLNISIPVFSIHGNHDDPTGADALCALDILSCAGFVNHFGRSMSVEKIDISPVLLQKGSTKIALYGLGSIPDERLYRMFVNKKVTMLRPKEDENSWFNLFVIHQNRSKHGSTNFIPEQFLDDFIDLVIWGHEHECKIAPTKNEQQLFYISQPGSSVVTSLSPGEAVKKHVGLLRIKGRKMNMHKIP.... Result: 0 (no interaction). (3) The miRNA is mmu-miR-136-5p with sequence ACUCCAUUUGUUUUGAUGAUGG. The protein sequence of the target gene is MAGVSYAAPWWVSLLHRLPHFDLRWEATSSQFRPEDADYQQALLLLGATALACLALDLLFLLFYSFWLCCRRRKTDEHLDADCCCTAWCVIITTLVCSAGIAVGFYGNGETSDGIHRATYSLRHANRTVAGVQDRVWDTAAALNRTAEPNLQSLERQLAGRQEPLRAVQRLQTLLGTLLGYTAAIPFWRNPGVSLEVLAEQVDLYDWYRWLGYLGLLLLDVIICLLVLVGLIRSSKGILVGVCLLGVLALVISWGALGLELAVSVGSSDFCVDPDTFVTKMVEEHSVLSGDILQYYLACS.... Result: 1 (interaction). (4) The miRNA is hsa-miR-455-3p with sequence GCAGUCCAUGGGCAUAUACAC. The protein sequence of the target gene is MGCTVSAEDKAAAERSKMIDKNLREDGEKAAREVKLLLLGAGESGKSTIVKQMKIIHEDGYSEEECRQYRAVVYSNTIQSIMAIVKAMGNLQIDFADPSRADDARQLFALSCTAEEQGVLPDDLSGVIRRLWADHGVQACFGRSREYQLNDSAAYYLNDLERIAQSDYIPTQQDVLRTRVKTTGIVETHFTFKDLHFKMFDVGGQRSERKKWIHCFEGVTAIIFCVALSAYDLVLAEDEEMNRMHESMKLFDSICNNKWFTDTSIILFLNKKDLFEEKITHSPLTICFPEYTGANKYDEA.... Result: 1 (interaction). (5) The miRNA is hsa-miR-8063 with sequence UCAAAAUCAGGAGUCGGGGCUU. The protein sequence of the target gene is MSVVTGGGEAAGGGGGGGARVFFQSPRGGTGGSPGSSSSSGSSREDSAPVTTVAAAGQVQQQQRRHQQGKVTVKYDRKELRKRLVLEEWIVEQLGQLYGCEEEEMPDVEIDIDDLLDANSEEERASKLQEALVDCYKPTEEFIRELLSRIRGMRKLSPPQKKSV. Result: 0 (no interaction). (6) The miRNA is hsa-miR-610 with sequence UGAGCUAAAUGUGUGCUGGGA. The protein sequence of the target gene is MKSLLNAFTKKEVPFREAPAYSNRRRRPPNTLAAPRVLLRSNSDNNLNASAPDWAVCSTATSHRSLSPQLLQQMPSKPEGAAKTIGSYVPGPRSRSPSLNRLGGAGEDGKRPQPLWHVGSPFALGANKDSLSAFEYPGPKRKLYSAVPGRLFVAVKPYQPQVDGEIPLHRGDRVKVLSIGEGGFWEGSARGHIGWFPAECVEEVQCKPRDSQAETRADRSKKLFRHYTVGSYDSFDTSSDCIIEEKTVVLQKKDNEGFGFVLRGAKADTPIEEFTPTPAFPALQYLESVDEGGVAWQAGL.... Result: 0 (no interaction). (7) The miRNA is hsa-miR-4311 with sequence GAAAGAGAGCUGAGUGUG. The protein sequence of the target gene is MGNVFEKLFKSLFGKKEMRILMVGLDAAGKTTILYKLKLGEIVTTIPTIGFNVETVEYKNISFTVWDVGGQDKIRPLWRHYFQNTQGLIFVVDSNDRERVNEAREELTRMLAEDELRDAVLLVFVNKQDLPNAMNAAEITDKLGLHSLRQRNWYIQATCATSGDGLYEGLDWLSNQLKNQK. Result: 0 (no interaction). (8) The miRNA is hsa-miR-518a-3p with sequence GAAAGCGCUUCCCUUUGCUGGA. The protein sequence of the target gene is MTLESIMACCLSEEAKEARRINDEIERQLRRDKRDARRELKLLLLGTGESGKSTFIKQMRIIHGSGYSDEDKRGFTKLVYQNIFTAMQAMIRAMDTLKIPYKYEHNKAHAQLVREVDVEKVSAFENPYVDAIKSLWNDPGIQECYDRRREYQLSDSTKYYLNDLDRVADPSYLPTQQDVLRVRVPTTGIIEYPFDLQSVIFRMVDVGGQRSERRKWIHCFENVTSIMFLVALSEYDQVLVESDNENRMEESKALFRTIITYPWFQNSSVILFLNKKDLLEEKIMYSHLVDYFPEYDGPQR.... Result: 0 (no interaction). (9) The miRNA is hsa-miR-548au-3p with sequence UGGCAGUUACUUUUGCACCAG. The protein sequence of the target gene is MAEAKTHWLGAALSLIPLIFLISGAEAASFQRNQLLQKEPDLRLENVQKFPSPEMIRALEYIENLRQQAHKEESSPDYNPYQGVSVPLQQKENGDESHLPERDSLSEEDWMRIILEALRQAENEPQSAPKENKPYALNSEKNFPMDMSDDYETQQWPERKLKHMQFPPMYEENSRDNPFKRTNEIVEEQYTPQSLATLESVFQELGKLTGPNNQKRERMDEEQKLYTDDEDDIYKANNIAYEDVVGGEDWNPVEEKIESQTQEEVRDSKENIEKNEQINDEMKRSGQLGIQEEDLRKESK.... Result: 0 (no interaction). (10) The miRNA is mmu-miR-3472 with sequence UAAUAGCCAGAAGCUGGAAGGAACC. The protein sequence of the target gene is MAEMAELCELYEESNELQMDVLPGEGYMEVGRGARGPAPEEGPMEEEAGPAAARAQRGLFPEAGADLEGDEFDDWEDDYEFPEEERWSGAMHRVSAALEEANKVFLRTARAGDALDGGFQARCEKSPFDQLAFIEELFSLMVVNRLTEELGCDEIIDRELMLTREEETT. Result: 1 (interaction).